This data is from NCI-60 drug combinations with 297,098 pairs across 59 cell lines. The task is: Regression. Given two drug SMILES strings and cell line genomic features, predict the synergy score measuring deviation from expected non-interaction effect. (1) Drug 1: CC1=CC2C(CCC3(C2CCC3(C(=O)C)OC(=O)C)C)C4(C1=CC(=O)CC4)C. Drug 2: CCCCC(=O)OCC(=O)C1(CC(C2=C(C1)C(=C3C(=C2O)C(=O)C4=C(C3=O)C=CC=C4OC)O)OC5CC(C(C(O5)C)O)NC(=O)C(F)(F)F)O. Cell line: UACC62. Synergy scores: CSS=-1.70, Synergy_ZIP=-0.337, Synergy_Bliss=-3.50, Synergy_Loewe=-5.31, Synergy_HSA=-3.72. (2) Drug 1: C1CN1C2=NC(=NC(=N2)N3CC3)N4CC4. Drug 2: C(CCl)NC(=O)N(CCCl)N=O. Cell line: PC-3. Synergy scores: CSS=31.7, Synergy_ZIP=-2.13, Synergy_Bliss=-3.33, Synergy_Loewe=-9.07, Synergy_HSA=-0.774. (3) Drug 1: CN1CCC(CC1)COC2=C(C=C3C(=C2)N=CN=C3NC4=C(C=C(C=C4)Br)F)OC. Drug 2: CC1OCC2C(O1)C(C(C(O2)OC3C4COC(=O)C4C(C5=CC6=C(C=C35)OCO6)C7=CC(=C(C(=C7)OC)O)OC)O)O. Cell line: A549. Synergy scores: CSS=55.0, Synergy_ZIP=6.86, Synergy_Bliss=8.54, Synergy_Loewe=6.54, Synergy_HSA=12.5.